From a dataset of Full USPTO retrosynthesis dataset with 1.9M reactions from patents (1976-2016). Predict the reactants needed to synthesize the given product. (1) Given the product [C:11]([N:15]1[CH2:19][C@@H:18]([C:20]2[CH:25]=[CH:24][C:23]([F:26])=[CH:22][C:21]=2[F:27])[C@H:17]([C:28]([N:47]2[CH2:46][CH:45]=[C:44]([C:36]3[CH:35]=[CH:34][C:33]([Cl:32])=[CH:38][C:37]=3[CH2:39][C:40]([O:42][CH3:43])=[O:41])[CH2:49][CH2:48]2)=[O:29])[CH2:16]1)([CH3:14])([CH3:13])[CH3:12], predict the reactants needed to synthesize it. The reactants are: C(N(CC)C(C)C)(C)C.Cl.[C:11]([N:15]1[CH2:19][C@@H:18]([C:20]2[CH:25]=[CH:24][C:23]([F:26])=[CH:22][C:21]=2[F:27])[C@H:17]([C:28](O)=[O:29])[CH2:16]1)([CH3:14])([CH3:13])[CH3:12].Cl.[Cl:32][C:33]1[CH:34]=[CH:35][C:36]([C:44]2[CH2:45][CH2:46][NH:47][CH2:48][CH:49]=2)=[C:37]([CH2:39][C:40]([O:42][CH3:43])=[O:41])[CH:38]=1.F[P-](F)(F)(F)(F)F.N1(OC(N(C)C)=[N+](C)C)C2N=CC=CC=2N=N1.C(=O)(O)[O-].[Na+]. (2) Given the product [Br:21][C:22]1[CH:23]=[C:24]([C:25]([N:16]2[CH2:15][CH2:14][O:13][C:12]3[N:17]=[CH:18][C:9]([C:4]4[CH:5]=[CH:6][CH:7]=[CH:8][C:3]=4[C:2]([F:1])([F:19])[F:20])=[CH:10][C:11]2=3)=[O:26])[CH:28]=[C:29]([Br:33])[C:30]=1[O:31][CH3:32], predict the reactants needed to synthesize it. The reactants are: [F:1][C:2]([F:20])([F:19])[C:3]1[CH:8]=[CH:7][CH:6]=[CH:5][C:4]=1[C:9]1[CH:18]=[N:17][C:12]2[O:13][CH2:14][CH2:15][NH:16][C:11]=2[CH:10]=1.[Br:21][C:22]1[CH:23]=[C:24]([CH:28]=[C:29]([Br:33])[C:30]=1[O:31][CH3:32])[C:25](Cl)=[O:26].C(N(CC)CC)C.O.